Dataset: Reaction yield outcomes from USPTO patents with 853,638 reactions. Task: Predict the reaction yield, written as a fraction of the theoretical maximum amount of product (1.0 means a 100% yield; for example, 0.34 means a 34% yield). The reactants are C(N(CC)CC)C.[O:8]=[C:9]1[C:17]2[C:12](=[CH:13][CH:14]=[CH:15][CH:16]=2)[C:11](=[O:18])[N:10]1[CH2:19][CH2:20][S:21](Cl)(=[O:23])=[O:22].[CH:25]([O:38][C:39]1[C:40]2[C:52](=[O:53])[N:51]([CH2:54][C:55]3[CH:60]=[CH:59][C:58]([F:61])=[CH:57][CH:56]=3)[CH2:50][C:41]=2[C:42]([OH:49])=[C:43]2[C:48]=1[N:47]=[CH:46][CH:45]=[CH:44]2)([C:32]1[CH:37]=[CH:36][CH:35]=[CH:34][CH:33]=1)[C:26]1[CH:31]=[CH:30][CH:29]=[CH:28][CH:27]=1.CCOC(C)=O.CCCCCC. The catalyst is CN(C1C=CN=CC=1)C.CCOC(C)=O. The product is [CH:25]([O:38][C:39]1[C:40]2[C:52](=[O:53])[N:51]([CH2:54][C:55]3[CH:60]=[CH:59][C:58]([F:61])=[CH:57][CH:56]=3)[CH2:50][C:41]=2[C:42]([O:49][S:21]([CH2:20][CH2:19][N:10]2[C:9](=[O:8])[C:17]3[C:12](=[CH:13][CH:14]=[CH:15][CH:16]=3)[C:11]2=[O:18])(=[O:22])=[O:23])=[C:43]2[C:48]=1[N:47]=[CH:46][CH:45]=[CH:44]2)([C:26]1[CH:31]=[CH:30][CH:29]=[CH:28][CH:27]=1)[C:32]1[CH:33]=[CH:34][CH:35]=[CH:36][CH:37]=1. The yield is 0.500.